Dataset: Forward reaction prediction with 1.9M reactions from USPTO patents (1976-2016). Task: Predict the product of the given reaction. (1) Given the reactants Cl[C:2]1[N:7]=[C:6]([NH:8][C:9]2[CH:14]=[CH:13][C:12]([O:15][C:16]3[CH:21]=[CH:20][CH:19]=[CH:18][CH:17]=3)=[CH:11][CH:10]=2)[CH:5]=[CH:4][CH:3]=1.[CH2:22]([CH2:25][OH:26])[CH2:23][NH2:24], predict the reaction product. The product is: [O:15]([C:12]1[CH:13]=[CH:14][C:9]([NH:8][C:6]2[N:7]=[C:2]([NH:24][CH2:23][CH2:22][CH2:25][OH:26])[CH:3]=[CH:4][CH:5]=2)=[CH:10][CH:11]=1)[C:16]1[CH:21]=[CH:20][CH:19]=[CH:18][CH:17]=1. (2) Given the reactants C[Si](C)(C)[N-][Si](C)(C)C.[Li+].[F:11][C:12]1[CH:17]=[CH:16][C:15]([C:18](=[O:34])[CH2:19][C:20]2[CH:21]=[CH:22][C:23](=[O:33])[N:24]([C:26]3[CH:31]=[CH:30][CH:29]=[CH:28][C:27]=3[CH3:32])[N:25]=2)=[CH:14][CH:13]=1.C([C:37]([O:39][CH2:40][CH3:41])=[O:38])#N, predict the reaction product. The product is: [F:11][C:12]1[CH:17]=[CH:16][C:15]([C:18](=[O:34])[CH:19]([C:20]2[CH:21]=[CH:22][C:23](=[O:33])[N:24]([C:26]3[CH:31]=[CH:30][CH:29]=[CH:28][C:27]=3[CH3:32])[N:25]=2)[C:37]([O:39][CH2:40][CH3:41])=[O:38])=[CH:14][CH:13]=1. (3) Given the reactants [CH3:1][NH:2][C:3]1[CH:11]=[CH:10][C:6]([C:7]([OH:9])=[O:8])=[CH:5][N:4]=1.[C:12](OC(=O)C)(=[O:14])[CH3:13], predict the reaction product. The product is: [C:12]([CH2:1][NH:2][C:3]1[CH:11]=[CH:10][C:6]([C:7]([OH:9])=[O:8])=[CH:5][N:4]=1)(=[O:14])[CH3:13]. (4) The product is: [CH3:1][C:2]1[CH:31]=[CH:30][CH:29]=[C:28]([CH3:32])[C:3]=1[CH2:4][NH:5][C:6]1[CH:7]=[C:8]2[C:13](=[CH:14][C:15]=1[F:16])[N:12]=[C:11]([N:17]1[CH:21]=[C:20]([C:22]([OH:24])=[O:23])[CH:19]=[N:18]1)[N:10]=[C:9]2[N:33]1[CH2:38][CH2:37][O:36][CH2:35][CH2:34]1. Given the reactants [CH3:1][C:2]1[CH:31]=[CH:30][CH:29]=[C:28]([CH3:32])[C:3]=1[CH2:4][NH:5][C:6]1[CH:7]=[C:8]2[C:13](=[CH:14][C:15]=1[F:16])[N:12]=[C:11]([N:17]1[CH:21]=[C:20]([C:22]([O:24]CC)=[O:23])[CH:19]=[N:18]1)[NH:10][C:9]2=O.[NH:33]1[CH2:38][CH2:37][O:36][CH2:35][CH2:34]1, predict the reaction product. (5) Given the reactants C([O:8][C:9]1[CH:14]=[CH:13][C:12]([C:15]23[CH2:24][CH2:23][CH2:22][CH2:21][CH2:20][CH:19]2[O:18][C:17]2[C:25]([F:29])=[CH:26][CH:27]=[CH:28][C:16]3=2)=[CH:11][CH:10]=1)C1C=CC=CC=1.C1(O)C=CC=CC=1, predict the reaction product. The product is: [F:29][C:25]1[C:17]2[O:18][CH:19]3[CH2:20][CH2:21][CH2:22][CH2:23][CH2:24][C:15]3([C:12]3[CH:11]=[CH:10][C:9]([OH:8])=[CH:14][CH:13]=3)[C:16]=2[CH:28]=[CH:27][CH:26]=1. (6) The product is: [Cl:9][C:10]1[CH:19]=[CH:18][C:13]([C:14]([O:16][CH3:17])=[O:15])=[C:12]([CH2:20][Br:1])[CH:11]=1. Given the reactants [Br:1]N1C(=O)CCC1=O.[Cl:9][C:10]1[CH:19]=[CH:18][C:13]([C:14]([O:16][CH3:17])=[O:15])=[C:12]([CH3:20])[CH:11]=1.C(=O)([O-])O.[Na+], predict the reaction product. (7) Given the reactants [CH2:1]([C:3]1[CH:10]=[CH:9][CH:8]=[CH:7][C:4]=1[CH:5]=O)[CH3:2].[N+:11]([CH3:14])([O-:13])=[O:12].C([O-])(=O)C.[NH4+].[BH4-].[Na+], predict the reaction product. The product is: [CH2:1]([C:3]1[CH:10]=[CH:9][CH:8]=[CH:7][C:4]=1[CH2:5][CH2:14][N+:11]([O-:13])=[O:12])[CH3:2]. (8) Given the reactants Br[C:2]1[CH:7]=[CH:6][C:5]([NH:8][CH2:9][CH2:10][N:11]2[CH2:16][CH2:15][O:14][CH2:13][CH2:12]2)=[C:4]([S:17]([CH3:20])(=[O:19])=[O:18])[CH:3]=1.[B:21]1([B:21]2[O:25][C:24]([CH3:27])([CH3:26])[C:23]([CH3:29])([CH3:28])[O:22]2)[O:25][C:24]([CH3:27])([CH3:26])[C:23]([CH3:29])([CH3:28])[O:22]1.CC([O-])=O.[K+], predict the reaction product. The product is: [CH3:28][C:23]1([CH3:29])[C:24]([CH3:27])([CH3:26])[O:25][B:21]([C:2]2[CH:7]=[CH:6][C:5]([NH:8][CH2:9][CH2:10][N:11]3[CH2:16][CH2:15][O:14][CH2:13][CH2:12]3)=[C:4]([S:17]([CH3:20])(=[O:19])=[O:18])[CH:3]=2)[O:22]1. (9) The product is: [C:14]1([C:9]2[CH:8]=[C:4]([C:5]([OH:7])=[O:6])[C:3]([OH:2])=[CH:11][CH:10]=2)[CH:19]=[CH:18][CH:17]=[CH:16][CH:15]=1. Given the reactants Br[O:2][C:3]1[C:4](=[CH:8][CH:9]=[CH:10][CH:11]=1)[C:5]([OH:7])=[O:6].B([O-])([O-])O[C:14]1[CH:19]=[CH:18][CH:17]=[CH:16][CH:15]=1.C(=O)([O-])[O-].[K+].[K+].Cl, predict the reaction product. (10) Given the reactants [CH3:1][O:2][C:3]([CH:5]1[CH2:8][CH:7]([OH:9])[CH2:6]1)=[O:4].[H-].[Na+].[CH2:12](Br)[C:13]1[CH:18]=[CH:17][CH:16]=[CH:15][CH:14]=1, predict the reaction product. The product is: [CH3:1][O:2][C:3]([C@H:5]1[CH2:8][C@H:7]([O:9][CH2:12][C:13]2[CH:18]=[CH:17][CH:16]=[CH:15][CH:14]=2)[CH2:6]1)=[O:4].